Dataset: Full USPTO retrosynthesis dataset with 1.9M reactions from patents (1976-2016). Task: Predict the reactants needed to synthesize the given product. (1) The reactants are: [CH2:1]([O:3][P:4]([CH:9]([F:27])[CH2:10][C@@H:11]([OH:26])[C@@H:12]([OH:25])[C@@H:13]([OH:24])[CH2:14][NH:15][O:16][CH2:17][C:18]1[CH:23]=[CH:22][CH:21]=[CH:20][CH:19]=1)(=[O:8])[O:5][CH2:6][CH3:7])[CH3:2].[CH:28](OCC(F)(F)F)=[O:29].CCOC(C)=O.CO. Given the product [CH2:1]([O:3][P:4]([CH:9]([F:27])[CH2:10][C@@H:11]([OH:26])[C@@H:12]([OH:25])[C@@H:13]([OH:24])[CH2:14][N:15]([O:16][CH2:17][C:18]1[CH:19]=[CH:20][CH:21]=[CH:22][CH:23]=1)[CH:28]=[O:29])(=[O:8])[O:5][CH2:6][CH3:7])[CH3:2], predict the reactants needed to synthesize it. (2) Given the product [C:30]([C:33]1[CH:38]=[CH:37][CH:36]=[CH:35][C:34]=1[C:2]1[N:7]=[CH:6][C:5]([CH:8]2[N:12]([C:13]3[CH:18]=[CH:17][CH:16]=[CH:15][C:14]=3[Cl:19])[N:11]=[C:10]([C:20]([C:22]([F:23])([F:25])[F:24])([C:26]([F:27])([F:28])[F:29])[OH:21])[CH2:9]2)=[CH:4][CH:3]=1)(=[O:32])[CH3:31], predict the reactants needed to synthesize it. The reactants are: Br[C:2]1[N:7]=[CH:6][C:5]([CH:8]2[N:12]([C:13]3[CH:18]=[CH:17][CH:16]=[CH:15][C:14]=3[Cl:19])[N:11]=[C:10]([C:20]([C:26]([F:29])([F:28])[F:27])([C:22]([F:25])([F:24])[F:23])[OH:21])[CH2:9]2)=[CH:4][CH:3]=1.[C:30]([C:33]1[CH:38]=[CH:37][CH:36]=[CH:35][C:34]=1B(O)O)(=[O:32])[CH3:31].C(=O)([O-])[O-].[Na+].[Na+].CN(C)C=O. (3) Given the product [NH2:46][C:33]1[N:32]=[C:31]([O:30][CH3:29])[C:36]([C:2]2[N:6]([CH:7]([CH3:8])[CH3:9])[C:5]3[CH:10]([C:22]4[CH:23]=[CH:24][C:25]([Cl:28])=[CH:26][CH:27]=4)[N:11]([C@H:14]4[CH2:15][CH2:16][C@H:17]([O:20][CH3:21])[CH2:18][CH2:19]4)[C:12](=[O:13])[C:4]=3[CH:3]=2)=[CH:35][N:34]=1, predict the reactants needed to synthesize it. The reactants are: Br[C:2]1[N:6]([CH:7]([CH3:9])[CH3:8])[C:5]2[C@H:10]([C:22]3[CH:27]=[CH:26][C:25]([Cl:28])=[CH:24][CH:23]=3)[N:11]([C@H:14]3[CH2:19][CH2:18][C@H:17]([O:20][CH3:21])[CH2:16][CH2:15]3)[C:12](=[O:13])[C:4]=2[CH:3]=1.[CH3:29][O:30][C:31]1[C:36](B2OC(C)(C)C(C)(C)O2)=[CH:35][N:34]=[C:33]([NH2:46])[N:32]=1.BrC1N(C(C)C)C2C(C3C=CC(Cl)=CC=3)N(C3C=C(Cl)C=CC=3C)C(=O)C=2C=1.C(C1C=CC(OC)=C(B(O)O)C=1)#N. (4) Given the product [Cl:55][C:56]1[CH:68]=[CH:67][C:59]([CH2:60][CH:6]2[CH2:7][CH2:8][N:9]([S:12]([C:15]3[C:19]([CH3:20])=[N:18][NH:17][C:16]=3[CH3:22])(=[O:13])=[O:14])[CH2:10][CH2:11]2)=[CH:58][C:57]=1[F:69], predict the reactants needed to synthesize it. The reactants are: ClC1C=C(C=CC=1Cl)O[CH:6]1[CH2:11][CH2:10][N:9]([S:12]([C:15]2[C:16]([CH3:22])=[N:17][N:18](C)[C:19]=2[CH3:20])(=[O:14])=[O:13])[CH2:8][CH2:7]1.ClC1C=C(C=CC=1Cl)NCC1CCN(S(C2C(C)=NN(C)C=2C)(=O)=O)CC1.Cl.[Cl:55][C:56]1[CH:68]=[CH:67][C:59]([CH2:60]C2CCNCC2)=[CH:58][C:57]=1[F:69]. (5) Given the product [CH3:29][N:27]1[CH:28]=[C:24]([NH:23][C:20]2[N:19]=[C:18]3[N:14]([CH:11]4[CH2:12][CH2:13][NH:8][CH2:9][CH2:10]4)[N:15]=[CH:16][C:17]3=[CH:22][N:21]=2)[CH:25]=[N:26]1, predict the reactants needed to synthesize it. The reactants are: C(OC([N:8]1[CH2:13][CH2:12][CH:11]([N:14]2[C:18]3=[N:19][C:20]([NH:23][C:24]4[CH:25]=[N:26][N:27]([CH3:29])[CH:28]=4)=[N:21][CH:22]=[C:17]3[CH:16]=[N:15]2)[CH2:10][CH2:9]1)=O)(C)(C)C.FC(F)(F)C(O)=O. (6) Given the product [OH:5][C@@H:6]([C:11]1[C:40]([CH3:41])=[N:39][C:38]2=[CH:42][C:35]3=[N:36][N:37]2[C:12]=1[N:13]1[CH2:47][CH2:46][C:16]([CH3:48])([O:17][CH2:18][CH2:19][CH2:20][CH2:21][C@H:22]([CH3:45])[O:23][C:24]2[CH:25]=[CH:26][C:27]([CH3:44])=[CH:28][C:29]=2[C:30]2[CH:43]=[C:34]3[CH:33]=[CH:32][CH:31]=2)[CH2:15][CH2:14]1)[C:7]([O:9][CH3:10])=[O:8], predict the reactants needed to synthesize it. The reactants are: C([O:5][C@@H:6]([C:11]1[C:40]([CH3:41])=[N:39][C:38]2=[CH:42][C:35]3=[N:36][N:37]2[C:12]=1[N:13]1[CH2:47][CH2:46][C:16]([CH3:48])([O:17][CH2:18][CH2:19][CH2:20][CH2:21][C@H:22]([CH3:45])[O:23][C:24]2[CH:25]=[CH:26][C:27]([CH3:44])=[CH:28][C:29]=2[C:30]2[CH:43]=[C:34]3[CH:33]=[CH:32][CH:31]=2)[CH2:15][CH2:14]1)[C:7]([O:9][CH3:10])=[O:8])(C)(C)C.C(O)(C(F)(F)F)=O. (7) Given the product [Cl:5][C:6]1[N:7]=[CH:8][C:9]2[S:14][CH:13]=[CH:12][C:10]=2[N:11]=1, predict the reactants needed to synthesize it. The reactants are: C(=O)([O-])N.[Cl:5][C:6]1[N:7]=[C:8](Cl)[C:9]2[S:14][CH:13]=[CH:12][C:10]=2[N:11]=1.C([Sn](CCCC)CCCC)CCC. (8) Given the product [NH:57]1[C:61](=[O:62])[CH2:60][CH2:59][C@H:58]1[C:63]([NH:25][C@H:26]([C:52]([OH:54])=[O:53])[CH2:27][C:28]1[N:32]=[CH:31][N:30]([C:33]([C:46]2[CH:47]=[CH:48][CH:49]=[CH:50][CH:51]=2)([C:40]2[CH:41]=[CH:42][CH:43]=[CH:44][CH:45]=2)[C:34]2[CH:39]=[CH:38][CH:37]=[CH:36][CH:35]=2)[CH:29]=1)=[O:64], predict the reactants needed to synthesize it. The reactants are: CN(C(ON1N=NC2C=CC=CC1=2)=[N+](C)C)C.F[P-](F)(F)(F)(F)F.[NH2:25][C@H:26]([C:52]([O:54]C)=[O:53])[CH2:27][C:28]1[N:32]=[CH:31][N:30]([C:33]([C:46]2[CH:51]=[CH:50][CH:49]=[CH:48][CH:47]=2)([C:40]2[CH:45]=[CH:44][CH:43]=[CH:42][CH:41]=2)[C:34]2[CH:39]=[CH:38][CH:37]=[CH:36][CH:35]=2)[CH:29]=1.Cl.[NH:57]1[C:61](=[O:62])[CH2:60][CH2:59][C@H:58]1[C:63](O)=[O:64].CCN(C(C)C)C(C)C.